This data is from Catalyst prediction with 721,799 reactions and 888 catalyst types from USPTO. The task is: Predict which catalyst facilitates the given reaction. Reactant: [CH2:1]([C@H:8]([NH:26][C:27]([C:29]1[N:33]2[CH2:34][CH2:35][N:36](C(OC(C)(C)C)=O)[CH2:37][C:32]2=[C:31]([C:45]([OH:47])=[O:46])[CH:30]=1)=[O:28])[C@H:9]([OH:25])[CH2:10][NH:11][C:12]1([C:15]2[CH:20]=[CH:19][CH:18]=[C:17]([C:21]([F:24])([F:23])[F:22])[CH:16]=2)[CH2:14][CH2:13]1)[C:2]1[CH:7]=[CH:6][CH:5]=[CH:4][CH:3]=1.[ClH:48]. Product: [ClH:48].[CH2:1]([C@H:8]([NH:26][C:27]([C:29]1[N:33]2[CH2:34][CH2:35][NH:36][CH2:37][C:32]2=[C:31]([C:45]([OH:47])=[O:46])[CH:30]=1)=[O:28])[C@H:9]([OH:25])[CH2:10][NH:11][C:12]1([C:15]2[CH:20]=[CH:19][CH:18]=[C:17]([C:21]([F:24])([F:22])[F:23])[CH:16]=2)[CH2:13][CH2:14]1)[C:2]1[CH:7]=[CH:6][CH:5]=[CH:4][CH:3]=1. The catalyst class is: 269.